From a dataset of Peptide-MHC class I binding affinity with 185,985 pairs from IEDB/IMGT. Regression. Given a peptide amino acid sequence and an MHC pseudo amino acid sequence, predict their binding affinity value. This is MHC class I binding data. (1) The peptide sequence is FTYAPAGMY. The MHC is HLA-A26:03 with pseudo-sequence HLA-A26:03. The binding affinity (normalized) is 0.562. (2) The peptide sequence is NSNINVINY. The MHC is HLA-A02:06 with pseudo-sequence HLA-A02:06. The binding affinity (normalized) is 0.0847. (3) The peptide sequence is QTPIQSDAGM. The MHC is HLA-A02:01 with pseudo-sequence HLA-A02:01. The binding affinity (normalized) is 0.0349.